This data is from Reaction yield outcomes from USPTO patents with 853,638 reactions. The task is: Predict the reaction yield, written as a fraction of the theoretical maximum amount of product (1.0 means a 100% yield; for example, 0.34 means a 34% yield). (1) The reactants are [NH:1]1[CH2:6][CH2:5][CH:4]([CH2:7][OH:8])[CH2:3][CH2:2]1.[OH-].[Na+].[CH3:11][C:12]([O:15][C:16](O[C:16]([O:15][C:12]([CH3:14])([CH3:13])[CH3:11])=[O:17])=[O:17])([CH3:14])[CH3:13]. The catalyst is O1CCOCC1. The product is [C:12]([O:15][C:16]([N:1]1[CH2:6][CH2:5][CH:4]([CH2:7][OH:8])[CH2:3][CH2:2]1)=[O:17])([CH3:14])([CH3:13])[CH3:11]. The yield is 0.970. (2) The reactants are [CH:1]1[C:11]2[CH2:10][CH2:9][C:8]3[CH:12]=[CH:13][CH:14]=[CH:15][C:7]=3[C:6](=[CH:16][C:17]3[CH:18]=[C:19]([CH:22]=[CH:23][CH:24]=3)[C:20]#[N:21])[C:5]=2[CH:4]=[CH:3][CH:2]=1.[H-].[Al+3].[Li+].[H-].[H-].[H-]. The catalyst is C(OCC)C.O.[OH-].[Na+]. The product is [CH:12]1[C:8]2[CH2:9][CH2:10][C:11]3[CH:1]=[CH:2][CH:3]=[CH:4][C:5]=3[C:6](=[CH:16][C:17]3[CH:18]=[C:19]([CH:22]=[CH:23][CH:24]=3)[CH2:20][NH2:21])[C:7]=2[CH:15]=[CH:14][CH:13]=1. The yield is 0.980. (3) The reactants are [CH3:1][C:2]1[CH:7]=[C:6]([C:8]([F:17])([C:13]([F:16])([F:15])[F:14])[C:9]([F:12])([F:11])[F:10])[CH:5]=[CH:4][C:3]=1[N+:18]([O-])=O.O.O.Cl[Sn]Cl.[OH-].[Na+]. The catalyst is C(O)C.Cl. The product is [CH3:1][C:2]1[CH:7]=[C:6]([C:8]([F:17])([C:9]([F:10])([F:11])[F:12])[C:13]([F:15])([F:16])[F:14])[CH:5]=[CH:4][C:3]=1[NH2:18]. The yield is 0.950. (4) The reactants are [C:1]([NH:9][CH2:10][CH:11]1[CH2:16][CH2:15][CH2:14][CH:13]([N:17]2C3C=CC=C(C(O)=O)C=3[C:20]3=[N:30][O:31][C:32]([CH3:33])=[C:19]3[C:18]2=[O:34])[CH2:12]1)(=[O:8])[C:2]1[CH:7]=[CH:6][CH:5]=[CH:4][CH:3]=1.S(Cl)(Cl)=[O:36].C([Zn][CH2:42][CH3:43])C.C([Cu])#N.[Li+].[Cl-].[C:49]1([CH3:55])[CH:54]=[CH:53][CH:52]=[CH:51][CH:50]=1. The catalyst is C1COCC1.[NH4+].[Cl-]. The product is [CH3:33][C:32]1[O:31][N:30]=[C:20]2[C:54]3[C:49]([C:55](=[O:36])[CH2:42][CH3:43])=[CH:50][CH:51]=[CH:52][C:53]=3[N:17]([CH:13]3[CH2:14][CH2:15][CH2:16][CH:11]([CH2:10][NH:9][C:1](=[O:8])[C:2]4[CH:3]=[CH:4][CH:5]=[CH:6][CH:7]=4)[CH2:12]3)[C:18](=[O:34])[C:19]=12. The yield is 0.280. (5) The reactants are [N:1]1[CH:6]=[CH:5][CH:4]=[C:3]([C:7]2[CH:8]=[C:9]3[C:15]([C:16]4[N:21]=[C:20]([N:22]5[CH2:27][CH2:26][CH:25]([CH2:28][NH:29]C(=O)OC(C)(C)C)[CH2:24][CH2:23]5)[CH:19]=[CH:18][CH:17]=4)=[N:14][N:13](COCC[Si](C)(C)C)[C:10]3=[CH:11][N:12]=2)[CH:2]=1.Cl. The catalyst is O1CCOCC1. The product is [N:1]1[CH:6]=[CH:5][CH:4]=[C:3]([C:7]2[CH:8]=[C:9]3[C:15]([C:16]4[N:21]=[C:20]([N:22]5[CH2:27][CH2:26][CH:25]([CH2:28][NH2:29])[CH2:24][CH2:23]5)[CH:19]=[CH:18][CH:17]=4)=[N:14][NH:13][C:10]3=[CH:11][N:12]=2)[CH:2]=1. The yield is 0.500.